This data is from Forward reaction prediction with 1.9M reactions from USPTO patents (1976-2016). The task is: Predict the product of the given reaction. (1) Given the reactants [NH:1]1[CH2:5][CH2:4][C@@H:3]([OH:6])[CH2:2]1.Br[CH2:8][CH2:9][CH2:10][O:11][C:12]1[CH:17]=[CH:16][CH:15]=[CH:14][CH:13]=1, predict the reaction product. The product is: [O:11]([CH2:10][CH2:9][CH2:8][N:1]1[CH2:5][CH2:4][C@@H:3]([OH:6])[CH2:2]1)[C:12]1[CH:17]=[CH:16][CH:15]=[CH:14][CH:13]=1. (2) Given the reactants [C:1]([O:5][C:6](=[O:33])[NH:7][C@H:8]([CH2:24][C:25]1[CH:30]=[C:29]([F:31])[CH:28]=[CH:27][C:26]=1[F:32])[CH2:9][C:10]([NH:12][NH:13][C:14]1[C:23]2[C:18](=[CH:19][CH:20]=[CH:21][CH:22]=2)[CH:17]=[CH:16][N:15]=1)=O)([CH3:4])([CH3:3])[CH3:2], predict the reaction product. The product is: [C:1]([O:5][C:6](=[O:33])[NH:7][C@H:8]([CH2:24][C:25]1[CH:30]=[C:29]([F:31])[CH:28]=[CH:27][C:26]=1[F:32])[CH2:9][C:10]1[N:15]2[CH:16]=[CH:17][C:18]3[C:23]([C:14]2=[N:13][N:12]=1)=[CH:22][CH:21]=[CH:20][CH:19]=3)([CH3:4])([CH3:3])[CH3:2].